This data is from Full USPTO retrosynthesis dataset with 1.9M reactions from patents (1976-2016). The task is: Predict the reactants needed to synthesize the given product. (1) The reactants are: [Cl:1][C:2]1[CH:7]=[CH:6][C:5]([C:8]2[N:12]([CH3:13])[CH:11]=[N:10][C:9]=2[C:14]#[N:15])=[CH:4][CH:3]=1.[F:16][C:17]1[CH:18]=[C:19]([CH:23]=[C:24]([F:26])[CH:25]=1)[CH2:20][Mg]Br.CC(O)CC.[BH4-].[Na+]. Given the product [Cl:1][C:2]1[CH:3]=[CH:4][C:5]([C:8]2[N:12]([CH3:13])[CH:11]=[N:10][C:9]=2[CH:14]([NH2:15])[CH2:20][C:19]2[CH:18]=[C:17]([F:16])[CH:25]=[C:24]([F:26])[CH:23]=2)=[CH:6][CH:7]=1, predict the reactants needed to synthesize it. (2) Given the product [Cl:1][C:2]1[CH:7]=[CH:6][CH:5]=[CH:4][C:3]=1[C:8]1[C:12]([C:13]2[CH:14]=[CH:15][C:16]([O:19][CH:37]3[CH2:36][N:35]([C:28]([O:30][C:31]([CH3:34])([CH3:33])[CH3:32])=[O:29])[CH2:38]3)=[CH:17][CH:18]=2)=[C:11]([C:20]2[CH:21]=[CH:22][C:23]([O:26][CH3:27])=[CH:24][CH:25]=2)[O:10][N:9]=1, predict the reactants needed to synthesize it. The reactants are: [Cl:1][C:2]1[CH:7]=[CH:6][CH:5]=[CH:4][C:3]=1[C:8]1[C:12]([C:13]2[CH:18]=[CH:17][C:16]([OH:19])=[CH:15][CH:14]=2)=[C:11]([C:20]2[CH:25]=[CH:24][C:23]([O:26][CH3:27])=[CH:22][CH:21]=2)[O:10][N:9]=1.[C:28]([N:35]1[CH2:38][CH:37](I)[CH2:36]1)([O:30][C:31]([CH3:34])([CH3:33])[CH3:32])=[O:29].C(=O)([O-])[O-].[Cs+].[Cs+].C(OCC)(=O)C. (3) Given the product [C:1]([C:5]1[CH:10]=[CH:9][CH:8]=[CH:7][C:6]=1[N:11]1[CH2:12][CH2:13][N:14]([C:17](=[O:32])[C:18]([NH:20][CH2:21][C:22]([OH:24])=[O:23])=[O:19])[CH2:15][CH2:16]1)([CH3:4])([CH3:2])[CH3:3], predict the reactants needed to synthesize it. The reactants are: [C:1]([C:5]1[CH:10]=[CH:9][CH:8]=[CH:7][C:6]=1[N:11]1[CH2:16][CH2:15][N:14]([C:17](=[O:32])[C:18]([NH:20][CH2:21][C:22]([O:24]CC2C=CC=CC=2)=[O:23])=[O:19])[CH2:13][CH2:12]1)([CH3:4])([CH3:3])[CH3:2]. (4) Given the product [CH2:1]([O:3][C:4]([C:5]1[O:6][C:7]2[CH:12]=[C:11]([O:13][CH3:14])[C:10]([Cl:15])=[CH:9][C:8]=2[C:16]=1[CH3:17])=[O:19])[CH3:2], predict the reactants needed to synthesize it. The reactants are: [CH2:1]([O:3][C:4](=[O:19])[CH2:5][O:6][C:7]1[CH:12]=[C:11]([O:13][CH3:14])[C:10]([Cl:15])=[CH:9][C:8]=1[C:16](=O)[CH3:17])[CH3:2].CC([O-])(C)C.[K+].CCCCCC.CCOC(C)=O.